The task is: Regression. Given two drug SMILES strings and cell line genomic features, predict the synergy score measuring deviation from expected non-interaction effect.. This data is from NCI-60 drug combinations with 297,098 pairs across 59 cell lines. (1) Drug 1: CNC(=O)C1=CC=CC=C1SC2=CC3=C(C=C2)C(=NN3)C=CC4=CC=CC=N4. Drug 2: CC1=CC2C(CCC3(C2CCC3(C(=O)C)OC(=O)C)C)C4(C1=CC(=O)CC4)C. Cell line: UO-31. Synergy scores: CSS=2.10, Synergy_ZIP=-0.00779, Synergy_Bliss=1.39, Synergy_Loewe=1.41, Synergy_HSA=1.38. (2) Drug 1: C1CC(=O)NC(=O)C1N2CC3=C(C2=O)C=CC=C3N. Drug 2: C1=CC=C(C(=C1)C(C2=CC=C(C=C2)Cl)C(Cl)Cl)Cl. Cell line: UACC62. Synergy scores: CSS=4.55, Synergy_ZIP=-1.02, Synergy_Bliss=1.27, Synergy_Loewe=1.05, Synergy_HSA=1.22.